Dataset: Forward reaction prediction with 1.9M reactions from USPTO patents (1976-2016). Task: Predict the product of the given reaction. (1) The product is: [CH3:1][O:2][C:3](=[O:26])[CH2:4][C@H:5]1[C:9]2[CH:10]=[CH:11][C:12]([O:14][C@H:15]3[C:23]4[C:18](=[C:19]([O:25][C:36]5[CH:37]=[CH:38][C:33]([O:32][Si:31]([C:27]([CH3:28])([CH3:29])[CH3:30])([CH3:45])[CH3:44])=[C:34]([C:42]#[N:43])[CH:35]=5)[CH:20]=[CH:21][C:22]=4[F:24])[CH2:17][CH2:16]3)=[CH:13][C:8]=2[O:7][CH2:6]1. Given the reactants [CH3:1][O:2][C:3](=[O:26])[CH2:4][C@H:5]1[C:9]2[CH:10]=[CH:11][C:12]([O:14][C@H:15]3[C:23]4[C:18](=[C:19]([OH:25])[CH:20]=[CH:21][C:22]=4[F:24])[CH2:17][CH2:16]3)=[CH:13][C:8]=2[O:7][CH2:6]1.[C:27]([Si:31]([CH3:45])([CH3:44])[O:32][C:33]1[CH:38]=[CH:37][C:36](B(O)O)=[CH:35][C:34]=1[C:42]#[N:43])([CH3:30])([CH3:29])[CH3:28], predict the reaction product. (2) Given the reactants [CH3:1][N:2]([CH3:32])[C:3]1[C:27]([C:28]([F:31])([F:30])[F:29])=[CH:26][C:6]2[NH:7][C:8](=[O:25])[CH2:9][C:10]([C:12]3[CH:17]=[CH:16][CH:15]=[C:14]([N:18]4[C:22]([CH2:23]O)=[CH:21][N:20]=[N:19]4)[CH:13]=3)=[N:11][C:5]=2[CH:4]=1.O=S(Cl)Cl.[CH:37]1([NH2:40])[CH2:39][CH2:38]1, predict the reaction product. The product is: [CH:37]1([NH:40][CH2:23][C:22]2[N:18]([C:14]3[CH:13]=[C:12]([C:10]4[CH2:9][C:8](=[O:25])[NH:7][C:6]5[CH:26]=[C:27]([C:28]([F:29])([F:31])[F:30])[C:3]([N:2]([CH3:32])[CH3:1])=[CH:4][C:5]=5[N:11]=4)[CH:17]=[CH:16][CH:15]=3)[N:19]=[N:20][CH:21]=2)[CH2:39][CH2:38]1. (3) Given the reactants [H-].[Na+].[Cl:3][C:4]1[C:9]([Cl:10])=[CH:8][N:7]=[C:6]2[NH:11][CH:12]=[CH:13][C:5]=12.[C:14]1([CH3:24])[CH:19]=[CH:18][C:17]([S:20](Cl)(=[O:22])=[O:21])=[CH:16][CH:15]=1, predict the reaction product. The product is: [Cl:3][C:4]1[C:9]([Cl:10])=[CH:8][N:7]=[C:6]2[N:11]([S:20]([C:17]3[CH:18]=[CH:19][C:14]([CH3:24])=[CH:15][CH:16]=3)(=[O:22])=[O:21])[CH:12]=[CH:13][C:5]=12. (4) The product is: [CH2:50]([O:57][C:58]([NH:60][C@@H:61]([C:65]([CH3:68])([CH3:67])[CH3:66])[C:62]([N:30]1[CH2:31][C@:27]([O:26][CH3:25])([C:36]2[CH:45]=[CH:44][C:43]3[C:38](=[CH:39][C:40]([CH:48]=[CH2:49])=[C:41]([O:46][CH3:47])[CH:42]=3)[CH:37]=2)[CH2:28][C@H:29]1[C:32]([O:34][CH3:35])=[O:33])=[O:63])=[O:59])[CH2:51][CH2:52][CH2:53][CH2:54][CH:55]=[CH2:56]. Given the reactants CN(C(ON1N=NC2C=CC=NC1=2)=[N+](C)C)C.F[P-](F)(F)(F)(F)F.[CH3:25][O:26][C@:27]1([C:36]2[CH:45]=[CH:44][C:43]3[C:38](=[CH:39][C:40]([CH:48]=[CH2:49])=[C:41]([O:46][CH3:47])[CH:42]=3)[CH:37]=2)[CH2:31][NH:30][C@H:29]([C:32]([O:34][CH3:35])=[O:33])[CH2:28]1.[CH2:50]([O:57][C:58]([NH:60][C@@H:61]([C:65]([CH3:68])([CH3:67])[CH3:66])[C:62](O)=[O:63])=[O:59])[CH2:51][CH2:52][CH2:53][CH2:54][CH:55]=[CH2:56].CCN(C(C)C)C(C)C, predict the reaction product. (5) Given the reactants [CH2:1]([O:8][C:9]([NH:11][C@H:12]1[CH2:16][CH2:15][N:14]([C@H:17]2[CH2:22][CH2:21][C@@H:20]([NH:23][C:24](=O)OC(C)(C)C)[CH2:19][C@H:18]2[CH2:31][S:32]([CH3:35])(=[O:34])=[O:33])[C:13]1=[O:36])=[O:10])[C:2]1[CH:7]=[CH:6][CH:5]=[CH:4][CH:3]=1.F[C:38](F)(F)[C:39](O)=O.[CH2:44](Cl)Cl, predict the reaction product. The product is: [CH:38]([N:23]([CH3:24])[C@@H:20]1[CH2:21][CH2:22][C@H:17]([N:14]2[CH2:15][CH2:16][C@H:12]([NH:11][C:9](=[O:10])[O:8][CH2:1][C:2]3[CH:7]=[CH:6][CH:5]=[CH:4][CH:3]=3)[C:13]2=[O:36])[C@H:18]([CH2:31][S:32]([CH3:35])(=[O:34])=[O:33])[CH2:19]1)([CH3:39])[CH3:44].